This data is from Reaction yield outcomes from USPTO patents with 853,638 reactions. The task is: Predict the reaction yield, written as a fraction of the theoretical maximum amount of product (1.0 means a 100% yield; for example, 0.34 means a 34% yield). (1) The reactants are [CH3:1][CH:2]([CH2:35][CH3:36])[CH2:3][O:4][C:5]1[CH:6]=[C:7]([C:17]2[CH:22]=[CH:21][C:20]([O:23][CH2:24][CH:25]([CH3:28])[CH2:26][CH3:27])=[C:19]([O:29][CH2:30][CH:31]([CH3:34])[CH2:32][CH3:33])[CH:18]=2)[CH:8]=[CH:9][C:10]=1[O:11][CH2:12][CH:13]([CH3:16])[CH2:14][CH3:15].[Br:37]N1C(=O)CCC1=O.O. The catalyst is C(OCC)(=O)C. The product is [Br:37][C:22]1[CH:21]=[C:20]([O:23][CH2:24][CH:25]([CH3:28])[CH2:26][CH3:27])[C:19]([O:29][CH2:30][CH:31]([CH3:34])[CH2:32][CH3:33])=[CH:18][C:17]=1[C:7]1[CH:8]=[CH:9][C:10]([O:11][CH2:12][CH:13]([CH3:16])[CH2:14][CH3:15])=[C:5]([O:4][CH2:3][CH:2]([CH3:1])[CH2:35][CH3:36])[CH:6]=1. The yield is 0.920. (2) The reactants are [CH2:1]([C:3]1[N:7]([C:8]2[N:16]=[C:15]3[C:11]([N:12]=[C:13]([CH:18]=O)[N:14]3[CH3:17])=[C:10]([N:20]3[CH2:25][CH2:24][O:23][CH2:22][CH2:21]3)[N:9]=2)[C:6]2[CH:26]=[CH:27][CH:28]=[CH:29][C:5]=2[N:4]=1)[CH3:2].[N:30]1([C:35]([C@H:37]2[CH2:41][CH2:40][NH:39][CH2:38]2)=[O:36])[CH2:34][CH2:33][CH2:32][CH2:31]1.C(O[BH-](OC(=O)C)OC(=O)C)(=O)C.[Na+]. The catalyst is ClCCCl. The product is [CH2:1]([C:3]1[N:7]([C:8]2[N:16]=[C:15]3[C:11]([N:12]=[C:13]([CH2:18][N:39]4[CH2:40][CH2:41][C@H:37]([C:35]([N:30]5[CH2:31][CH2:32][CH2:33][CH2:34]5)=[O:36])[CH2:38]4)[N:14]3[CH3:17])=[C:10]([N:20]3[CH2:25][CH2:24][O:23][CH2:22][CH2:21]3)[N:9]=2)[C:6]2[CH:26]=[CH:27][CH:28]=[CH:29][C:5]=2[N:4]=1)[CH3:2]. The yield is 0.860. (3) The reactants are Br[CH2:2][CH2:3][CH:4]=[C:5]1[C:11]2[CH:12]=[CH:13][CH:14]=[N:15][C:10]=2[CH2:9][O:8][C:7]2[CH:16]=[CH:17][C:18]([C:20]([OH:23])([CH3:22])[CH3:21])=[CH:19][C:6]1=2.[Cl:24][C:25]1[CH:30]=[CH:29][C:28]([N:31]2[CH2:36][CH2:35][NH:34][CH2:33][CH:32]2[CH3:37])=[CH:27][CH:26]=1.[I-].[K+]. The catalyst is C(O)(C)C. The product is [Cl:24][C:25]1[CH:26]=[CH:27][C:28]([N:31]2[CH2:36][CH2:35][N:34]([CH2:2][CH2:3][CH:4]=[C:5]3[C:11]4[CH:12]=[CH:13][CH:14]=[N:15][C:10]=4[CH2:9][O:8][C:7]4[CH:16]=[CH:17][C:18]([C:20]([OH:23])([CH3:22])[CH3:21])=[CH:19][C:6]3=4)[CH2:33][CH:32]2[CH3:37])=[CH:29][CH:30]=1. The yield is 0.690. (4) The reactants are [CH3:1][C:2]([S-:5])([CH3:4])[CH3:3].[Na+].[Br:7][C:8]1[C:12]2[N:13]=[CH:14][N:15]=[C:16](Cl)[C:11]=2[S:10][CH:9]=1. The catalyst is CS(C)=O. The product is [Br:7][C:8]1[C:12]2[N:13]=[CH:14][N:15]=[C:16]([S:5][C:2]([CH3:4])([CH3:3])[CH3:1])[C:11]=2[S:10][CH:9]=1. The yield is 0.860. (5) The reactants are Br[C:2]1[CH:7]=[CH:6][C:5]([F:8])=[CH:4][N:3]=1.CCOCC.C[C:15]([N:17](C)C)=O. The catalyst is [Cl-].[Na+].O.[Zn].[C-]#N.[Zn+2].[C-]#N.C1(P(C2C=CC=CC=2)[C-]2C=CC=C2)C=CC=CC=1.[C-]1(P(C2C=CC=CC=2)C2C=CC=CC=2)C=CC=C1.[Fe+2].C1C=CC(/C=C/C(/C=C/C2C=CC=CC=2)=O)=CC=1.C1C=CC(/C=C/C(/C=C/C2C=CC=CC=2)=O)=CC=1.C1C=CC(/C=C/C(/C=C/C2C=CC=CC=2)=O)=CC=1.[Pd].[Pd]. The product is [F:8][C:5]1[CH:6]=[CH:7][C:2]([C:15]#[N:17])=[N:3][CH:4]=1. The yield is 0.720.